This data is from Merck oncology drug combination screen with 23,052 pairs across 39 cell lines. The task is: Regression. Given two drug SMILES strings and cell line genomic features, predict the synergy score measuring deviation from expected non-interaction effect. (1) Drug 1: O=c1[nH]cc(F)c(=O)[nH]1. Drug 2: O=C(NOCC(O)CO)c1ccc(F)c(F)c1Nc1ccc(I)cc1F. Cell line: HCT116. Synergy scores: synergy=18.3. (2) Drug 1: CC1(c2nc3c(C(N)=O)cccc3[nH]2)CCCN1. Drug 2: COC1CC2CCC(C)C(O)(O2)C(=O)C(=O)N2CCCCC2C(=O)OC(C(C)CC2CCC(OP(C)(C)=O)C(OC)C2)CC(=O)C(C)C=C(C)C(O)C(OC)C(=O)C(C)CC(C)C=CC=CC=C1C. Cell line: NCIH1650. Synergy scores: synergy=-9.17. (3) Drug 1: O=C(CCCCCCC(=O)Nc1ccccc1)NO. Drug 2: Cn1c(=O)n(-c2ccc(C(C)(C)C#N)cc2)c2c3cc(-c4cnc5ccccc5c4)ccc3ncc21. Cell line: OCUBM. Synergy scores: synergy=-2.17.